Regression. Given a peptide amino acid sequence and an MHC pseudo amino acid sequence, predict their binding affinity value. This is MHC class II binding data. From a dataset of Peptide-MHC class II binding affinity with 134,281 pairs from IEDB. The peptide sequence is ARMWIQAATTMASYQ. The MHC is HLA-DQA10101-DQB10501 with pseudo-sequence HLA-DQA10101-DQB10501. The binding affinity (normalized) is 0.256.